Predict the product of the given reaction. From a dataset of Forward reaction prediction with 1.9M reactions from USPTO patents (1976-2016). (1) Given the reactants [CH3:1][C:2]([S@@:5]([NH2:7])=[O:6])([CH3:4])[CH3:3].[O:8]1[C:12]2([CH2:17][CH2:16][C:15](=O)[CH2:14][CH2:13]2)[O:11][CH2:10][CH2:9]1.C(=O)(O)[O-].[Na+].S([O-])([O-])(=O)=O.[Mg+2], predict the reaction product. The product is: [O:8]1[C:12]2([CH2:17][CH2:16][C:15](=[N:7][S:5]([C:2]([CH3:4])([CH3:3])[CH3:1])=[O:6])[CH2:14][CH2:13]2)[O:11][CH2:10][CH2:9]1. (2) The product is: [F:17][C:14]1[CH:15]=[CH:16][C:11]([C:9]2[N:1]=[C:2]3[N:6]([CH:8]=2)[CH:5]=[CH:4][S:3]3)=[CH:12][CH:13]=1. Given the reactants [NH2:1][C:2]1[S:3][CH:4]=[CH:5][N:6]=1.Br[CH2:8][C:9]([C:11]1[CH:16]=[CH:15][C:14]([F:17])=[CH:13][CH:12]=1)=O.[OH-].[NH4+], predict the reaction product. (3) Given the reactants [C:1]1([Mg]Br)[CH:6]=[CH:5][CH:4]=[CH:3][CH:2]=1.[CH2:9]([C@:16]12[CH2:26][CH2:25][C:24](=[O:27])[CH2:23][C@H:22]1[CH2:21][CH2:20][CH2:19][C:18]1[CH:28]=[C:29]([O:32][S:33]([C:36]([F:39])([F:38])[F:37])(=[O:35])=[O:34])[CH:30]=[CH:31][C:17]2=1)[C:10]1[CH:15]=[CH:14][CH:13]=[CH:12][CH:11]=1.[CH2:40]([C@@:47]12[CH2:57][CH2:56][C:55](=[O:58])[CH2:54][C@@H:53]1[CH2:52][CH2:51][CH2:50][C:49]1[CH:59]=[C:60]([O:63][S:64]([C:67]([F:70])([F:69])[F:68])(=[O:66])=[O:65])[CH:61]=[CH:62][C:48]2=1)[C:41]1[CH:46]=[CH:45][CH:44]=[CH:43][CH:42]=1.[NH4+].[Cl-], predict the reaction product. The product is: [CH2:9]([C@:16]12[CH2:26][CH2:25][C:24]([OH:27])([C:1]3[CH:6]=[CH:5][CH:4]=[CH:3][CH:2]=3)[CH2:23][C@H:22]1[CH2:21][CH2:20][CH2:19][C:18]1[CH:28]=[C:29]([O:32][S:33]([C:36]([F:39])([F:37])[F:38])(=[O:35])=[O:34])[CH:30]=[CH:31][C:17]2=1)[C:10]1[CH:11]=[CH:12][CH:13]=[CH:14][CH:15]=1.[CH2:40]([C@@:47]12[CH2:57][CH2:56][C:55]([OH:58])([C:1]3[CH:6]=[CH:5][CH:4]=[CH:3][CH:2]=3)[CH2:54][C@@H:53]1[CH2:52][CH2:51][CH2:50][C:49]1[CH:59]=[C:60]([O:63][S:64]([C:67]([F:70])([F:68])[F:69])(=[O:66])=[O:65])[CH:61]=[CH:62][C:48]2=1)[C:41]1[CH:42]=[CH:43][CH:44]=[CH:45][CH:46]=1. (4) Given the reactants [OH:1][C:2]1[C:11]2[C:6](=[CH:7][CH:8]=[CH:9][CH:10]=2)[CH:5]=[CH:4][C:3]=1[C:12]([OH:14])=O.[NH2:15][C:16]1[CH:23]=[CH:22][C:19]([C:20]#[N:21])=[CH:18][C:17]=1[O:24][C:25]([F:28])([F:27])[F:26], predict the reaction product. The product is: [C:20]([C:19]1[CH:22]=[CH:23][C:16]([NH:15][C:12]([C:3]2[CH:4]=[CH:5][C:6]3[C:11](=[CH:10][CH:9]=[CH:8][CH:7]=3)[C:2]=2[OH:1])=[O:14])=[C:17]([O:24][C:25]([F:26])([F:27])[F:28])[CH:18]=1)#[N:21]. (5) Given the reactants [Li]C(CC)C.[Cl:6][C:7]1[CH:12]=[CH:11][N:10]=[C:9]2[N:13]([Si](C(C)C)(C(C)C)C(C)C)[CH:14]=[CH:15][C:8]=12.[I:26]I.[Cl-].[NH4+].S([O-])([O-])=O.[Na+].[Na+].CCCC[N+](CCCC)(CCCC)CCCC.[F-], predict the reaction product. The product is: [Cl:6][C:7]1[C:12]([I:26])=[CH:11][N:10]=[C:9]2[NH:13][CH:14]=[CH:15][C:8]=12. (6) Given the reactants [CH3:1][O:2][C:3]1[C:8]2=[CH:9][CH:10]=[C:11]3[C:20]([N:19]=[C:18]4[C:13]([CH:14]=[CH:15][C:16]([O:24][CH3:25])=[C:17]4[C:21]([OH:23])=O)=[N:12]3)=[C:7]2[CH:6]=[CH:5][CH:4]=1.Cl.[NH2:27][C@@H:28]([CH2:31][N:32]([CH3:34])[CH3:33])[CH2:29][OH:30].C(=O)([O-])[O-].[Na+].[Na+], predict the reaction product. The product is: [CH3:33][N:32]([CH3:34])[CH2:31][C@H:28]([NH:27][C:21]([C:17]1[C:18]2[C:13](=[N:12][C:11]3[C:20]([N:19]=2)=[C:7]2[CH:6]=[CH:5][CH:4]=[C:3]([O:2][CH3:1])[C:8]2=[CH:9][CH:10]=3)[CH:14]=[CH:15][C:16]=1[O:24][CH3:25])=[O:23])[CH2:29][OH:30]. (7) Given the reactants [F:1][C:2]([F:42])([F:41])[C:3]1[CH:4]=[C:5]([C@H:13]2[O:17][C:16](=[O:18])[N:15]([CH2:19][C:20]3[C:25](B4OC(C)(C)C(C)(C)O4)=[CH:24][N:23]=[C:22]([N:35]4[CH2:38][CH:37]([F:39])[CH2:36]4)[N:21]=3)[C@H:14]2[CH3:40])[CH:6]=[C:7]([C:9]([F:12])([F:11])[F:10])[CH:8]=1.Cl[C:44]1[CH:45]=[C:46]([C:51]2[CH:63]=[CH:62][C:54]([C:55]([O:57][C:58]([CH3:61])([CH3:60])[CH3:59])=[O:56])=[CH:53][C:52]=2[CH3:64])[CH:47]=[N:48][C:49]=1[CH3:50].P([O-])([O-])([O-])=O.[K+].[K+].[K+].O1CCOCC1, predict the reaction product. The product is: [F:12][C:9]([F:10])([F:11])[C:7]1[CH:6]=[C:5]([C@H:13]2[O:17][C:16](=[O:18])[N:15]([CH2:19][C:20]3[C:25]([C:44]4[CH:45]=[C:46]([C:51]5[CH:63]=[CH:62][C:54]([C:55]([O:57][C:58]([CH3:60])([CH3:61])[CH3:59])=[O:56])=[CH:53][C:52]=5[CH3:64])[CH:47]=[N:48][C:49]=4[CH3:50])=[CH:24][N:23]=[C:22]([N:35]4[CH2:36][CH:37]([F:39])[CH2:38]4)[N:21]=3)[C@H:14]2[CH3:40])[CH:4]=[C:3]([C:2]([F:42])([F:41])[F:1])[CH:8]=1. (8) Given the reactants Cl[C:2]1[CH:7]=[CH:6][CH:5]=[CH:4][C:3]=1[N+:8]([O-:10])=[O:9].[NH2:11][C:12]1[CH:17]=[CH:16][C:15]([CH2:18][CH2:19][OH:20])=[CH:14][CH:13]=1, predict the reaction product. The product is: [N+:8]([C:3]1[CH:4]=[CH:5][CH:6]=[CH:7][C:2]=1[NH:11][C:12]1[CH:17]=[CH:16][C:15]([CH2:18][CH2:19][OH:20])=[CH:14][CH:13]=1)([O-:10])=[O:9].